From a dataset of Full USPTO retrosynthesis dataset with 1.9M reactions from patents (1976-2016). Predict the reactants needed to synthesize the given product. (1) Given the product [CH3:1][O:2][C:3]1[CH:4]=[CH:5][C:6]([S:9]([N:12]2[CH2:13][CH2:14][N:15]([C:18]3[S:20][CH:27]=[C:28]([CH2:29][C:30]4[CH:31]=[C:32]([CH:35]=[CH:36][CH:37]=4)[C:33]#[N:34])[N:19]=3)[CH2:16][CH2:17]2)(=[O:10])=[O:11])=[CH:7][CH:8]=1, predict the reactants needed to synthesize it. The reactants are: [CH3:1][O:2][C:3]1[CH:8]=[CH:7][C:6]([S:9]([N:12]2[CH2:17][CH2:16][N:15]([C:18](=[S:20])[NH2:19])[CH2:14][CH2:13]2)(=[O:11])=[O:10])=[CH:5][CH:4]=1.C([O-])(O)=O.[Na+].Cl[CH2:27][C:28](=O)[CH2:29][C:30]1[CH:31]=[C:32]([CH:35]=[CH:36][CH:37]=1)[C:33]#[N:34].CCCCCC.CCOC(C)=O. (2) Given the product [CH:1]1([CH2:4][N:5]2[C:13]3[C:8](=[CH:9][C:10]([CH3:38])=[CH:11][C:12]=3[CH:14]([O:16][CH2:17][C:18]3([C:31]4[CH:32]=[CH:33][C:34]([F:37])=[CH:35][CH:36]=4)[CH2:19][CH2:20][N:21]([CH3:24])[CH2:22][CH2:23]3)[CH3:15])[CH:7]=[N:6]2)[CH2:2][CH2:3]1, predict the reactants needed to synthesize it. The reactants are: [CH:1]1([CH2:4][N:5]2[C:13]3[C:8](=[CH:9][C:10]([CH3:38])=[CH:11][C:12]=3[CH:14]([O:16][CH2:17][C:18]3([C:31]4[CH:36]=[CH:35][C:34]([F:37])=[CH:33][CH:32]=4)[CH2:23][CH2:22][N:21]([C:24](OC(C)(C)C)=O)[CH2:20][CH2:19]3)[CH3:15])[CH:7]=[N:6]2)[CH2:3][CH2:2]1.C([BH3-])#N.[Na+].C=O. (3) Given the product [CH3:7][O:8][C:9]([C:11]1[N:12]([CH3:40])[N:13]=[C:14]([O:16][CH2:17][C:18]2[C:19]([C:33]3[CH:34]=[CH:35][C:36]([F:39])=[CH:37][CH:38]=3)=[N:20][O:21][C:22]=2[CH:23]=[O:32])[CH:15]=1)=[O:10], predict the reactants needed to synthesize it. The reactants are: [O-]I(=O)(=O)=O.[Na+].[CH3:7][O:8][C:9]([C:11]1[N:12]([CH3:40])[N:13]=[C:14]([O:16][CH2:17][C:18]2[C:19]([C:33]3[CH:38]=[CH:37][C:36]([F:39])=[CH:35][CH:34]=3)=[N:20][O:21][C:22]=2[C@@H:23]([OH:32])[C@H](O)C2C=CC=CC=2)[CH:15]=1)=[O:10]. (4) The reactants are: [CH3:1][C:2]1[C:10]([NH:11][C:12](=[O:27])[C:13]2[CH:18]=[C:17]([N:19]3[CH2:24][CH2:23][C:22](=[O:25])[CH2:21][CH2:20]3)[CH:16]=[CH:15][C:14]=2[CH3:26])=[C:9]([CH3:28])[CH:8]=[CH:7][C:3]=1[C:4]([OH:6])=[O:5].[BH4-].[Na+]. Given the product [OH:25][CH:22]1[CH2:23][CH2:24][N:19]([C:17]2[CH:16]=[CH:15][C:14]([CH3:26])=[C:13]([CH:18]=2)[C:12]([NH:11][C:10]2[C:2]([CH3:1])=[C:3]([CH:7]=[CH:8][C:9]=2[CH3:28])[C:4]([OH:6])=[O:5])=[O:27])[CH2:20][CH2:21]1, predict the reactants needed to synthesize it. (5) The reactants are: [CH2:1]([O:3][C:4](=[O:33])[C:5]1[CH:10]=[CH:9][CH:8]=[C:7]([N:11]2[C:15]([CH3:16])=[CH:14][CH:13]=[C:12]2[C:17]2[CH:22]=[CH:21][CH:20]=[CH:19][C:18]=2[O:23]CC2C=CC(OC)=CC=2)[CH:6]=1)[CH3:2]. Given the product [CH2:1]([O:3][C:4](=[O:33])[C:5]1[CH:10]=[CH:9][CH:8]=[C:7]([N:11]2[C:15]([CH3:16])=[CH:14][CH:13]=[C:12]2[C:17]2[CH:22]=[CH:21][CH:20]=[CH:19][C:18]=2[OH:23])[CH:6]=1)[CH3:2], predict the reactants needed to synthesize it.